This data is from Full USPTO retrosynthesis dataset with 1.9M reactions from patents (1976-2016). The task is: Predict the reactants needed to synthesize the given product. (1) Given the product [CH2:32]([C:22]1[C:23]([F:31])=[C:24]([S:27]([CH3:30])(=[O:28])=[O:29])[CH:25]=[CH:26][C:21]=1[C:19]([N:15]1[CH2:14][C:13]2[CH:34]=[C:9]([C:4]3[CH:5]=[CH:6][C:7]4[N:8]=[C:35]([CH2:36][OH:37])[NH:1][C:2]=4[CH:3]=3)[CH:10]=[CH:11][C:12]=2[O:18][CH2:17][CH2:16]1)=[O:20])[CH3:33], predict the reactants needed to synthesize it. The reactants are: [NH2:1][C:2]1[CH:3]=[C:4]([C:9]2[CH:10]=[CH:11][C:12]3[O:18][CH2:17][CH2:16][N:15]([C:19]([C:21]4[CH:26]=[CH:25][C:24]([S:27]([CH3:30])(=[O:29])=[O:28])=[C:23]([F:31])[C:22]=4[CH2:32][CH3:33])=[O:20])[CH2:14][C:13]=3[CH:34]=2)[CH:5]=[CH:6][C:7]=1[NH2:8].[C:35](O)(=O)[CH2:36][OH:37].[OH-].[Na+]. (2) Given the product [OH:38][C:9]1[CH:10]=[CH:11][C:12]([O:15][C:16]2[CH:17]=[C:18]([CH:33]=[CH:34][CH:35]=2)[CH:19]=[C:20]2[CH2:21][CH2:22][N:23]([C:26]([O:28][C:29]([CH3:30])([CH3:31])[CH3:32])=[O:27])[CH2:24][CH2:25]2)=[N:13][CH:14]=1, predict the reactants needed to synthesize it. The reactants are: CC1(C)C(C)(C)OB([C:9]2[CH:10]=[CH:11][C:12]([O:15][C:16]3[CH:17]=[C:18]([CH:33]=[CH:34][CH:35]=3)[CH:19]=[C:20]3[CH2:25][CH2:24][N:23]([C:26]([O:28][C:29]([CH3:32])([CH3:31])[CH3:30])=[O:27])[CH2:22][CH2:21]3)=[N:13][CH:14]=2)O1.C(OO)(C)=[O:38]. (3) Given the product [OH:4][C:5]1[CH:6]=[C:7]([CH:15]=[CH:16][C:17]2[CH:18]=[CH:19][C:20]([C:23]3[CH2:24][C:25](=[O:34])[N:26]([C:28]4[CH:29]=[CH:30][CH:31]=[CH:32][CH:33]=4)[N:27]=3)=[CH:21][CH:22]=2)[CH:8]=[CH:9][C:10]=1[OH:11], predict the reactants needed to synthesize it. The reactants are: COC[O:4][C:5]1[CH:6]=[C:7]([CH:15]=[CH:16][C:17]2[CH:22]=[CH:21][C:20]([C:23]3[CH2:24][C:25](=[O:34])[N:26]([C:28]4[CH:33]=[CH:32][CH:31]=[CH:30][CH:29]=4)[N:27]=3)=[CH:19][CH:18]=2)[CH:8]=[CH:9][C:10]=1[O:11]COC.Cl. (4) Given the product [F:1][C:2]1[CH:3]=[C:4]([C:8]2([CH2:29][CH2:30][N:31]3[C@H:32]4[CH2:38][CH2:37][C@@H:36]3[CH2:35][CH:34]([N:39]3[C:43]5[CH:44]=[CH:45][CH:46]=[CH:47][C:42]=5[N:41]=[C:40]3[CH3:48])[CH2:33]4)[CH2:13][CH2:12][N:11]([C:14]([C:16]3([NH2:21])[CH2:20][CH2:19][CH2:18][CH2:17]3)=[O:15])[CH2:10][CH2:9]2)[CH:5]=[CH:6][CH:7]=1, predict the reactants needed to synthesize it. The reactants are: [F:1][C:2]1[CH:3]=[C:4]([C:8]2([CH2:29][CH2:30][N:31]3[C@H:36]4[CH2:37][CH2:38][C@@H:32]3[CH2:33][CH:34]([N:39]3[C:43]5[CH:44]=[CH:45][CH:46]=[CH:47][C:42]=5[N:41]=[C:40]3[CH3:48])[CH2:35]4)[CH2:13][CH2:12][N:11]([C:14]([C:16]3([NH:21]C(=O)OC(C)(C)C)[CH2:20][CH2:19][CH2:18][CH2:17]3)=[O:15])[CH2:10][CH2:9]2)[CH:5]=[CH:6][CH:7]=1.Cl.